Dataset: Catalyst prediction with 721,799 reactions and 888 catalyst types from USPTO. Task: Predict which catalyst facilitates the given reaction. (1) The catalyst class is: 232. Product: [Br:25][CH2:6][C:7]1[CH:15]=[CH:14][C:10]([C:11]([OH:13])=[O:12])=[CH:9][C:8]=1[B:16]1[O:17][C:18]([CH3:24])([CH3:23])[C:19]([CH3:22])([CH3:21])[O:20]1. Reactant: C(Cl)(Cl)(Cl)Cl.[CH3:6][C:7]1[CH:15]=[CH:14][C:10]([C:11]([OH:13])=[O:12])=[CH:9][C:8]=1[B:16]1[O:20][C:19]([CH3:22])([CH3:21])[C:18]([CH3:24])([CH3:23])[O:17]1.[Br:25]N1C(=O)CCC1=O.N(/C1(C#N)CCCCC1)=N\C1(C#N)CCCCC1. (2) Product: [N:14]1([S:10]([C:7]2[CH:8]=[CH:9][C:4]([C:1](=[O:3])[CH3:2])=[CH:5][CH:6]=2)(=[O:12])=[O:11])[CH2:19][CH2:18][O:17][CH2:16][CH2:15]1. Reactant: [C:1]([C:4]1[CH:9]=[CH:8][C:7]([S:10](Cl)(=[O:12])=[O:11])=[CH:6][CH:5]=1)(=[O:3])[CH3:2].[NH:14]1[CH2:19][CH2:18][O:17][CH2:16][CH2:15]1.N1C=CC=CC=1. The catalyst class is: 2. (3) Reactant: [NH2:1][CH:2]([CH2:12][C:13]1[CH:18]=[CH:17][CH:16]=[C:15]([O:19][CH2:20][C:21]([CH3:24])([CH3:23])[CH3:22])[CH:14]=1)[CH:3]([C:5]1[CH:10]=[CH:9][CH:8]=[C:7]([Cl:11])[CH:6]=1)[OH:4].[F:25][C:26]1[C:35]2[C:30](=[CH:31][CH:32]=[CH:33][CH:34]=2)[C:29]([C:36](O)=[O:37])=[CH:28][CH:27]=1.O.ON1C2C=CC=CC=2N=N1.Cl.C(N=C=NCCCN(C)C)C. Product: [CH2:20]([O:19][C:15]1[CH:14]=[C:13]([CH:18]=[CH:17][CH:16]=1)[CH2:12][CH:2]([NH:1][C:36]([C:29]1[C:30]2[C:35](=[CH:34][CH:33]=[CH:32][CH:31]=2)[C:26]([F:25])=[CH:27][CH:28]=1)=[O:37])[CH:3]([C:5]1[CH:10]=[CH:9][CH:8]=[C:7]([Cl:11])[CH:6]=1)[OH:4])[C:21]([CH3:24])([CH3:23])[CH3:22]. The catalyst class is: 42. (4) Product: [CH3:1][C:2]([CH3:22])([CH3:21])[C@H:3]([O:20][C:24]([NH:23][C@@H:26]([CH2:31][CH2:32][CH2:33][CH3:34])[C:27]([O:29][CH3:30])=[O:28])=[O:25])[CH2:4][C:5]1[O:6][C:7]([C:10]2[CH:15]=[CH:14][C:13]([C:16]([F:19])([F:18])[F:17])=[CH:12][CH:11]=2)=[N:8][N:9]=1. The catalyst class is: 11. Reactant: [CH3:1][C:2]([CH3:22])([CH3:21])[C@H:3]([OH:20])[CH2:4][C:5]1[O:6][C:7]([C:10]2[CH:15]=[CH:14][C:13]([C:16]([F:19])([F:18])[F:17])=[CH:12][CH:11]=2)=[N:8][N:9]=1.[N:23]([C@@H:26]([CH2:31][CH2:32][CH2:33][CH3:34])[C:27]([O:29][CH3:30])=[O:28])=[C:24]=[O:25]. (5) Reactant: [NH:1]1[C:9]2[C:4](=[CH:5][CH:6]=[CH:7][CH:8]=2)[C:3]([CH2:10][CH2:11][OH:12])=[CH:2]1.CN1CCOCC1.Cl[C:21]([O:23][C:24]1[CH:29]=[CH:28][C:27]([N+:30]([O-:32])=[O:31])=[CH:26][CH:25]=1)=[O:22]. Product: [N+:30]([C:27]1[CH:26]=[CH:25][C:24]([O:23][C:21](=[O:22])[O:12][CH2:11][CH2:10][C:3]2[C:4]3[C:9](=[CH:8][CH:7]=[CH:6][CH:5]=3)[NH:1][CH:2]=2)=[CH:29][CH:28]=1)([O-:32])=[O:31]. The catalyst class is: 6. (6) Reactant: [N+:1]([C:4]1[CH:30]=[CH:29][C:7]([C:8]([O:10][CH2:11][CH2:12][CH2:13][CH2:14][CH2:15][CH2:16][O:17][C:18](=[O:28])[C:19]2[CH:24]=[CH:23][C:22]([N+:25]([O-])=O)=[CH:21][CH:20]=2)=[O:9])=[CH:6][CH:5]=1)([O-])=O.C1COCC1.[H][H]. Product: [NH2:1][C:4]1[CH:30]=[CH:29][C:7]([C:8]([O:10][CH2:11][CH2:12][CH2:13][CH2:14][CH2:15][CH2:16][O:17][C:18](=[O:28])[C:19]2[CH:20]=[CH:21][C:22]([NH2:25])=[CH:23][CH:24]=2)=[O:9])=[CH:6][CH:5]=1. The catalyst class is: 78. (7) Reactant: [C:1]([O:5][C:6]([N:8]1[CH2:13][CH2:12][N:11]([C:14]([O:16][C:17]([CH3:20])([CH3:19])[CH3:18])=[O:15])[CH2:10][CH:9]1[C:21]([OH:23])=[O:22])=[O:7])([CH3:4])([CH3:3])[CH3:2].[C:24]([O-])([O-])=O.[Cs+].[Cs+].CI. Product: [N:8]1([C:6]([O:5][C:1]([CH3:4])([CH3:2])[CH3:3])=[O:7])[CH2:13][CH2:12][N:11]([C:14]([O:16][C:17]([CH3:20])([CH3:19])[CH3:18])=[O:15])[CH2:10][CH:9]1[C:21]([O:23][CH3:24])=[O:22]. The catalyst class is: 10. (8) The catalyst class is: 9. Product: [CH2:18]([N:8]1[C:9](=[O:13])[CH2:10][CH2:11][CH2:12][C:6]2[CH:5]=[CH:4][C:3]([O:2][CH3:1])=[CH:14][C:7]1=2)[CH3:19]. Reactant: [CH3:1][O:2][C:3]1[CH:4]=[CH:5][C:6]2[CH2:12][CH2:11][CH2:10][C:9](=[O:13])[NH:8][C:7]=2[CH:14]=1.[H-].[Na+].I[CH2:18][CH3:19].